From a dataset of Forward reaction prediction with 1.9M reactions from USPTO patents (1976-2016). Predict the product of the given reaction. (1) Given the reactants [C:1]1([NH:7][C:8]2[C:16]3[CH:15]=[CH:14][C:13](=[O:17])[N:12]([C:18]4[CH:23]=[CH:22][CH:21]=[CH:20][CH:19]=4)[C:11]=3[S:10][C:9]=2[C:24](OCC)=[O:25])[CH:6]=[CH:5][CH:4]=[CH:3][CH:2]=1.[NH2:29][C:30]([CH3:34])([CH3:33])[CH2:31][OH:32], predict the reaction product. The product is: [NH:7]([C:8]1[C:16]2[CH:15]=[CH:14][C:13](=[O:17])[N:12]([C:18]3[CH:19]=[CH:20][CH:21]=[CH:22][CH:23]=3)[C:11]=2[S:10][C:9]=1[C:24]([NH:29][C:30]([CH3:34])([CH3:33])[CH2:31][OH:32])=[O:25])[C:1]1[CH:2]=[CH:3][CH:4]=[CH:5][CH:6]=1. (2) The product is: [Cl:19][C:20]1[CH:28]=[CH:27][C:23]([C:24]([NH:1][C:2]2[CH:18]=[CH:17][CH:16]=[C:4]([O:5][C:6]3[CH:11]=[CH:10][N:9]=[C:8]4[NH:12][C:13](=[O:15])[NH:14][C:7]=34)[CH:3]=2)=[O:25])=[CH:22][CH:21]=1. Given the reactants [NH2:1][C:2]1[CH:3]=[C:4]([CH:16]=[CH:17][CH:18]=1)[O:5][C:6]1[CH:11]=[CH:10][N:9]=[C:8]2[NH:12][C:13](=[O:15])[NH:14][C:7]=12.[Cl:19][C:20]1[CH:28]=[CH:27][C:23]([C:24](Cl)=[O:25])=[CH:22][CH:21]=1, predict the reaction product. (3) Given the reactants [OH:1][CH2:2][CH2:3][NH:4][C:5](=[O:12])[C:6]1[CH:11]=[CH:10][CH:9]=[N:8][CH:7]=1.[C:13]1([CH2:19][CH2:20][CH2:21][C:22](Cl)=[O:23])[CH:18]=[CH:17][CH:16]=[CH:15][CH:14]=1, predict the reaction product. The product is: [N:8]1[CH:9]=[CH:10][CH:11]=[C:6]([C:5]([NH:4][CH2:3][CH2:2][O:1][C:22](=[O:23])[CH2:21][CH2:20][CH2:19][C:13]2[CH:18]=[CH:17][CH:16]=[CH:15][CH:14]=2)=[O:12])[CH:7]=1. (4) Given the reactants [C:1]([C:3]1[CH:11]=[CH:10][C:6]([C:7](O)=[O:8])=[CH:5][CH:4]=1)#[N:2].CN([C:15]([O:19][N:20]1N=NC2C=CC=N[C:21]1=2)=[N+](C)C)C.F[P-](F)(F)(F)(F)F.CN, predict the reaction product. The product is: [C:1]([C:3]1[CH:11]=[CH:10][C:6]([C:7]([N:20]([O:19][CH3:15])[CH3:21])=[O:8])=[CH:5][CH:4]=1)#[N:2]. (5) Given the reactants [Cl:1][C:2]1[CH:6]=[C:5]([C:7](O)=[O:8])[N:4]([CH3:10])[N:3]=1.O1CCCC1.C(Cl)(=O)C(Cl)=O.[NH2:22][C:23]1[CH:24]=[C:25]([CH:42]=[CH:43][C:44]=1[F:45])[O:26][C:27]1[CH:28]=[CH:29][C:30]2[N:31]([CH:33]=[C:34]([NH:36][C:37]([CH:39]3[CH2:41][CH2:40]3)=[O:38])[N:35]=2)[N:32]=1, predict the reaction product. The product is: [Cl:1][C:2]1[CH:6]=[C:5]([C:7]([NH:22][C:23]2[CH:24]=[C:25]([O:26][C:27]3[CH:28]=[CH:29][C:30]4[N:31]([CH:33]=[C:34]([NH:36][C:37]([CH:39]5[CH2:41][CH2:40]5)=[O:38])[N:35]=4)[N:32]=3)[CH:42]=[CH:43][C:44]=2[F:45])=[O:8])[N:4]([CH3:10])[N:3]=1. (6) Given the reactants [CH3:1][O:2][C:3]1[CH:8]=[CH:7][CH:6]=[CH:5][C:4]=1[Mg]Br.[F:11][C:12]1([CH:19]=[C:18]([F:20])[CH:17]=[N:16][CH2:15]1)C#N.C1C[O:24][CH2:23]C1, predict the reaction product. The product is: [F:20][C:18]1[C:17]([C:23]([C:4]2[CH:5]=[CH:6][CH:7]=[CH:8][C:3]=2[O:2][CH3:1])=[O:24])=[N:16][CH:15]=[C:12]([F:11])[CH:19]=1. (7) Given the reactants [N:1]1[CH:6]=[CH:5][C:4]([CH2:7][OH:8])=[CH:3][CH:2]=1.[H-].[Na+].[Br:11][C:12]1[CH:17]=[C:16]([F:18])[C:15]([O:19][CH2:20][O:21][CH3:22])=[CH:14][C:13]=1F, predict the reaction product. The product is: [Br:11][C:12]1[CH:17]=[C:16]([F:18])[C:15]([O:19][CH2:20][O:21][CH3:22])=[CH:14][C:13]=1[O:8][CH2:7][C:4]1[CH:5]=[CH:6][N:1]=[CH:2][CH:3]=1. (8) Given the reactants O[CH2:2][C:3](=O)[CH2:4][CH3:5].[CH3:7][C:8]1([CH3:16])[CH2:13][CH2:12][C:11](=[O:14])[CH2:10][C:9]1=[O:15], predict the reaction product. The product is: [CH2:4]([C:3]1[C:10]2[C:11](=[O:14])[CH2:12][CH2:13][C:8]([CH3:16])([CH3:7])[C:9]=2[O:15][CH:2]=1)[CH3:5].